This data is from NCI-60 drug combinations with 297,098 pairs across 59 cell lines. The task is: Regression. Given two drug SMILES strings and cell line genomic features, predict the synergy score measuring deviation from expected non-interaction effect. (1) Drug 1: C1=C(C(=O)NC(=O)N1)N(CCCl)CCCl. Drug 2: CC1=C(C=C(C=C1)NC(=O)C2=CC=C(C=C2)CN3CCN(CC3)C)NC4=NC=CC(=N4)C5=CN=CC=C5. Cell line: OVCAR3. Synergy scores: CSS=16.7, Synergy_ZIP=-3.38, Synergy_Bliss=-0.569, Synergy_Loewe=-7.42, Synergy_HSA=-2.21. (2) Drug 1: C1CCC(CC1)NC(=O)N(CCCl)N=O. Drug 2: C1=NC2=C(N=C(N=C2N1C3C(C(C(O3)CO)O)F)Cl)N. Cell line: A498. Synergy scores: CSS=28.0, Synergy_ZIP=-3.06, Synergy_Bliss=-0.955, Synergy_Loewe=-21.7, Synergy_HSA=-1.05. (3) Drug 1: C1CCN(CC1)CCOC2=CC=C(C=C2)C(=O)C3=C(SC4=C3C=CC(=C4)O)C5=CC=C(C=C5)O. Drug 2: CCN(CC)CCNC(=O)C1=C(NC(=C1C)C=C2C3=C(C=CC(=C3)F)NC2=O)C. Cell line: ACHN. Synergy scores: CSS=4.21, Synergy_ZIP=-0.407, Synergy_Bliss=1.10, Synergy_Loewe=-7.50, Synergy_HSA=-3.13. (4) Drug 1: C1=NC2=C(N=C(N=C2N1C3C(C(C(O3)CO)O)O)F)N. Drug 2: C(CC(=O)O)C(=O)CN.Cl. Cell line: HCC-2998. Synergy scores: CSS=48.0, Synergy_ZIP=-4.42, Synergy_Bliss=-5.64, Synergy_Loewe=-9.35, Synergy_HSA=0.630.